Task: Predict the product of the given reaction.. Dataset: Forward reaction prediction with 1.9M reactions from USPTO patents (1976-2016) The product is: [NH2:25][C:23]1[CH:22]=[CH:21][C:20]([CH3:28])=[C:19]([N:17]2[CH2:16][CH2:15][C:13]3[N:14]=[C:9]([NH:8][C:5]4[CH:6]=[CH:7][C:2]([Cl:1])=[CH:3][CH:4]=4)[N:10]=[CH:11][C:12]=3[CH2:18]2)[CH:24]=1. Given the reactants [Cl:1][C:2]1[CH:7]=[CH:6][C:5]([NH:8][C:9]2[N:10]=[CH:11][C:12]3[CH2:18][N:17]([C:19]4[CH:24]=[C:23]([N+:25]([O-])=O)[CH:22]=[CH:21][C:20]=4[CH3:28])[CH2:16][CH2:15][C:13]=3[N:14]=2)=[CH:4][CH:3]=1.C1COCC1, predict the reaction product.